From a dataset of Full USPTO retrosynthesis dataset with 1.9M reactions from patents (1976-2016). Predict the reactants needed to synthesize the given product. (1) Given the product [Br:1][C:2]1[CH:21]=[CH:20][C:19]([F:22])=[CH:18][C:3]=1[O:4][CH:5]1[CH2:8][N:7]([C:9]2[N:14]=[CH:13][C:12]([C:15]([NH2:24])=[O:16])=[CH:11][N:10]=2)[CH2:6]1, predict the reactants needed to synthesize it. The reactants are: [Br:1][C:2]1[CH:21]=[CH:20][C:19]([F:22])=[CH:18][C:3]=1[O:4][CH:5]1[CH2:8][N:7]([C:9]2[N:14]=[CH:13][C:12]([C:15](O)=[O:16])=[CH:11][N:10]=2)[CH2:6]1.C[N:24](C(ON1N=NC2C=CC=NC1=2)=[N+](C)C)C.F[P-](F)(F)(F)(F)F.[OH-].[NH4+].C([O-])(O)=O.[Na+]. (2) Given the product [F:8][C:5]1[CH:6]=[CH:7][C:2]([C:12]#[C:11][CH2:10][CH2:9][C:13]2[O:14][C:15]3[CH:21]=[CH:20][CH:19]=[CH:18][C:16]=3[N:17]=2)=[N:3][CH:4]=1, predict the reactants needed to synthesize it. The reactants are: Br[C:2]1[CH:7]=[CH:6][C:5]([F:8])=[CH:4][N:3]=1.[CH2:9]([C:13]1[O:14][C:15]2[CH:21]=[CH:20][CH:19]=[CH:18][C:16]=2[N:17]=1)[CH2:10][C:11]#[CH:12].